Dataset: Forward reaction prediction with 1.9M reactions from USPTO patents (1976-2016). Task: Predict the product of the given reaction. (1) Given the reactants [Cl:1][C:2]1[CH:3]=[N:4][CH:5]=[C:6]([Cl:27])[C:7]=1[NH:8][C:9]1[NH:10][C:11]2[C:17]3[CH2:18][C:19]([CH3:22])([CH3:21])[O:20][C:16]=3[C:15]([C:23]([O:25]C)=O)=[CH:14][C:12]=2[N:13]=1.[Cl:28][C:29]1[CH:35]=[C:34]([CH3:36])[CH:33]=[CH:32][C:30]=1[NH2:31].C[Al](C)C, predict the reaction product. The product is: [Cl:28][C:29]1[CH:35]=[C:34]([CH3:36])[CH:33]=[CH:32][C:30]=1[NH:31][C:23]([C:15]1[C:16]2[O:20][C:19]([CH3:21])([CH3:22])[CH2:18][C:17]=2[C:11]2[NH:10][C:9]([NH:8][C:7]3[C:2]([Cl:1])=[CH:3][N:4]=[CH:5][C:6]=3[Cl:27])=[N:13][C:12]=2[CH:14]=1)=[O:25]. (2) Given the reactants Cl.[Br:2][C:3]1[CH:10]=[CH:9][CH:8]=[CH:7][C:4]=1[CH2:5][NH2:6].[C:11](=[O:14])(O)[O-:12].[Na+], predict the reaction product. The product is: [C:4]([O:12][C:11](=[O:14])[NH:6][CH2:5][C:4]1[CH:7]=[CH:8][CH:9]=[CH:10][C:3]=1[Br:2])([CH3:7])([CH3:5])[CH3:3]. (3) Given the reactants [CH:1]1([CH2:7][C@H:8]([N:12]2[CH2:16][C:15]([O:17][C:18]3[CH:23]=[CH:22][CH:21]=[C:20]([F:24])[CH:19]=3)=[CH:14][C:13]2=[O:25])[C:9]([OH:11])=O)[CH2:6][CH2:5][CH2:4][CH2:3][CH2:2]1.Cl.[CH3:27]N(C)CCCN=C=NCC.C(N(CC)C(C)C)(C)C.ON1C2C=CC=CC=2N=N1.Cl.[OH:58][C@@H:59]([CH2:89]O)[CH2:60][N:61]1[CH:65]=[CH:64][C:63]([NH:66]C(=O)[C@@H](N2CC(OC3C=CC=C(Cl)C=3Cl)=CC2=O)CC(C)C)=[N:62]1, predict the reaction product. The product is: [CH:1]1([CH2:7][C@H:8]([N:12]2[CH2:16][C:15]([O:17][C:18]3[CH:23]=[CH:22][CH:21]=[C:20]([F:24])[CH:19]=3)=[CH:14][C:13]2=[O:25])[C:9]([NH:66][C:63]2[CH:64]=[CH:65][N:61]([CH2:60][C:59]([OH:58])([CH3:89])[CH3:27])[N:62]=2)=[O:11])[CH2:6][CH2:5][CH2:4][CH2:3][CH2:2]1. (4) Given the reactants [CH2:1]([O:8][CH2:9][C@H:10]([CH:26]([CH3:28])[CH3:27])[CH2:11][C@H:12]([NH:18][C:19]([O:21][C:22]([CH3:25])([CH3:24])[CH3:23])=[O:20])[C:13](OCC)=[O:14])[C:2]1[CH:7]=[CH:6][CH:5]=[CH:4][CH:3]=1.[BH4-].[Na+], predict the reaction product. The product is: [CH2:1]([O:8][CH2:9][C@H:10]([CH:26]([CH3:28])[CH3:27])[CH2:11][C@H:12]([NH:18][C:19](=[O:20])[O:21][C:22]([CH3:23])([CH3:24])[CH3:25])[CH2:13][OH:14])[C:2]1[CH:3]=[CH:4][CH:5]=[CH:6][CH:7]=1. (5) Given the reactants [C:1]([CH2:3][N:4]1[C:12]2[CH:11]=[CH:10][CH:9]=[CH:8][C:7]=2[C:6]2[N:13]=[C:14]([S:24][CH2:25][C:26]([OH:28])=O)[N:15]([C:18]3[CH:23]=[CH:22][CH:21]=[CH:20][CH:19]=3)[C:16](=[O:17])[C:5]1=2)#[N:2].CN(C(ON1N=NC2C=CC=NC1=2)=[N+](C)C)C.F[P-](F)(F)(F)(F)F.C(N(CC)CC)C.[CH:60]1([NH2:66])[CH2:65][CH2:64][CH2:63][CH2:62][CH2:61]1, predict the reaction product. The product is: [C:1]([CH2:3][N:4]1[C:12]2[CH:11]=[CH:10][CH:9]=[CH:8][C:7]=2[C:6]2[N:13]=[C:14]([S:24][CH2:25][C:26]([NH:66][CH:60]3[CH2:65][CH2:64][CH2:63][CH2:62][CH2:61]3)=[O:28])[N:15]([C:18]3[CH:23]=[CH:22][CH:21]=[CH:20][CH:19]=3)[C:16](=[O:17])[C:5]1=2)#[N:2].